From a dataset of Forward reaction prediction with 1.9M reactions from USPTO patents (1976-2016). Predict the product of the given reaction. (1) Given the reactants [C:1]([C:4]1[CH:9]=[C:8]([N+:10]([O-:12])=[O:11])[CH:7]=[CH:6][C:5]=1[NH:13][C:14]([C:16]1[CH:21]=[N:20][CH:19]=[CH:18][N:17]=1)=O)(=[O:3])[NH2:2].[OH-].[Na+], predict the reaction product. The product is: [N+:10]([C:8]1[CH:9]=[C:4]2[C:5](=[CH:6][CH:7]=1)[N:13]=[C:14]([C:16]1[CH:21]=[N:20][CH:19]=[CH:18][N:17]=1)[NH:2][C:1]2=[O:3])([O-:12])=[O:11]. (2) Given the reactants [F:1][C:2]1[CH:3]=[C:4]2[CH:10]=[CH:9][NH:8][C:5]2=[N:6][CH:7]=1.[CH3:11][C:12]1[CH:17]=[CH:16][C:15]([S:18](Cl)(=[O:20])=[O:19])=[CH:14][CH:13]=1.[OH-].[Na+], predict the reaction product. The product is: [F:1][C:2]1[CH:3]=[C:4]2[CH:10]=[CH:9][N:8]([S:18]([C:15]3[CH:16]=[CH:17][C:12]([CH3:11])=[CH:13][CH:14]=3)(=[O:20])=[O:19])[C:5]2=[N:6][CH:7]=1. (3) Given the reactants [Si]([O:8][C@@H:9]([C:40](=[O:42])[NH2:41])[CH2:10][C@H:11]1[CH2:22][CH2:21][C:20]2[S:19][C:18]3[N:17]=[CH:16][N:15]=[C:14]([O:23][CH:24]4[CH2:29][CH2:28][CH:27]([N:30]([CH2:38][CH3:39])C(=O)OC(C)(C)C)[CH2:26][CH2:25]4)[C:13]=3[C:12]1=2)(C(C)(C)C)(C)C.Cl, predict the reaction product. The product is: [CH2:38]([NH:30][CH:27]1[CH2:28][CH2:29][CH:24]([O:23][C:14]2[C:13]3[C:12]4[C@@H:11]([CH2:10][C@@H:9]([OH:8])[C:40]([NH2:41])=[O:42])[CH2:22][CH2:21][C:20]=4[S:19][C:18]=3[N:17]=[CH:16][N:15]=2)[CH2:25][CH2:26]1)[CH3:39]. (4) The product is: [Cl:14][C:12]1[CH:11]=[CH:10][C:4]2[S:5][C:6]([C:7](=[O:9])[CH3:8])=[C:2]([C:21]3[CH:26]=[CH:25][CH:24]=[CH:23][CH:22]=3)[C:3]=2[CH:13]=1. Given the reactants Br[C:2]1[C:3]2[CH:13]=[C:12]([Cl:14])[CH:11]=[CH:10][C:4]=2[S:5][C:6]=1[C:7](=[O:9])[CH3:8].C([O-])([O-])=O.[K+].[K+].[C:21]1(B(O)O)[CH:26]=[CH:25][CH:24]=[CH:23][CH:22]=1.CCO, predict the reaction product. (5) Given the reactants [CH:1]1([N:4]([CH2:20][C:21]2[CH:26]=[CH:25][C:24]([O:27][CH3:28])=[CH:23][CH:22]=2)[C:5]2[C:10]3=[N:11][CH:12]=[C:13]([C:14]#[N:15])[N:9]3[N:8]=[C:7](S(C)(=O)=O)[N:6]=2)[CH2:3][CH2:2]1.[C:29]([O:33][C:34](=[O:63])[NH:35][C@@H:36]1[CH2:41][CH2:40][N:39]([C:42]2[CH:47]=[C:46]([C:48]#[N:49])[CH:45]=[C:44]([NH2:50])[C:43]=2[Cl:51])[CH2:38][C@H:37]1[O:52][Si:53]([CH:60]([CH3:62])[CH3:61])([CH:57]([CH3:59])[CH3:58])[CH:54]([CH3:56])[CH3:55])([CH3:32])([CH3:31])[CH3:30], predict the reaction product. The product is: [C:29]([O:33][C:34](=[O:63])[NH:35][C@@H:36]1[CH2:41][CH2:40][N:39]([C:42]2[CH:47]=[C:46]([C:48]#[N:49])[CH:45]=[C:44]([NH:50][C:7]3[N:6]=[C:5]([N:4]([CH:1]4[CH2:3][CH2:2]4)[CH2:20][C:21]4[CH:26]=[CH:25][C:24]([O:27][CH3:28])=[CH:23][CH:22]=4)[C:10]4=[N:11][CH:12]=[C:13]([C:14]#[N:15])[N:9]4[N:8]=3)[C:43]=2[Cl:51])[CH2:38][C@H:37]1[O:52][Si:53]([CH:54]([CH3:56])[CH3:55])([CH:57]([CH3:59])[CH3:58])[CH:60]([CH3:61])[CH3:62])([CH3:30])([CH3:31])[CH3:32]. (6) The product is: [N:32]1[CH:33]=[CH:34][C:29]([N:2]2[CH2:3][CH2:4][C:5]3([CH2:10][CH2:9][N:8]([C:11]([O:13][C:14]([CH3:17])([CH3:16])[CH3:15])=[O:12])[CH2:7][CH2:6]3)[CH2:1]2)=[CH:30][CH:31]=1. Given the reactants [CH2:1]1[C:5]2([CH2:10][CH2:9][N:8]([C:11]([O:13][C:14]([CH3:17])([CH3:16])[CH3:15])=[O:12])[CH2:7][CH2:6]2)[CH2:4][CH2:3][NH:2]1.C(N(C(C)C)C(C)C)C.Cl.Cl[C:29]1[CH:34]=[CH:33][N:32]=[CH:31][CH:30]=1.C([O-])(O)=O.[Na+], predict the reaction product. (7) Given the reactants [CH:1]([O:4][C:5](=[O:30])[NH:6][C@@H:7]1[CH2:29][C:10]2[N:11]([CH2:20][C:21]3[C:26]([O:27]C)=[CH:25][CH:24]=[CH:23][N:22]=3)[C:12]3[CH:13]=[CH:14][C:15]([C:18]#[N:19])=[CH:16][C:17]=3[C:9]=2[CH2:8]1)([CH3:3])[CH3:2].Cl.N1C=CC=CC=1.C(=O)([O-])[O-].[K+].[K+].ClC(OC(C)C)=O.C1(C)C=CC=CC=1.[OH-].[Na+], predict the reaction product. The product is: [CH:1]([O:4][C:5](=[O:30])[NH:6][C@@H:7]1[CH2:29][C:10]2[N:11]([CH2:20][C:21]3[C:26]([OH:27])=[CH:25][CH:24]=[CH:23][N:22]=3)[C:12]3[CH:13]=[CH:14][C:15]([C:18]#[N:19])=[CH:16][C:17]=3[C:9]=2[CH2:8]1)([CH3:3])[CH3:2].